From a dataset of Catalyst prediction with 721,799 reactions and 888 catalyst types from USPTO. Predict which catalyst facilitates the given reaction. (1) The catalyst class is: 9. Reactant: [NH2:1][C:2]1[CH:7]=[CH:6][C:5]([N:8]([CH2:16][CH2:17][N:18]2[CH:22]=[CH:21][CH:20]=[N:19]2)[C:9](=[O:15])[O:10][C:11]([CH3:14])([CH3:13])[CH3:12])=[CH:4][CH:3]=1.[CH3:23][C:24]1[CH:29]=[CH:28][C:27]([C:30]2[CH2:35][CH2:34][CH2:33][CH2:32][C:31]=2[C:36](O)=[O:37])=[CH:26][CH:25]=1.O.ON1C2C=CC=CC=2N=N1.Cl.CN(C)CCCN=C=NCC. Product: [CH3:23][C:24]1[CH:29]=[CH:28][C:27]([C:30]2[CH2:35][CH2:34][CH2:33][CH2:32][C:31]=2[C:36]([NH:1][C:2]2[CH:7]=[CH:6][C:5]([N:8]([CH2:16][CH2:17][N:18]3[CH:22]=[CH:21][CH:20]=[N:19]3)[C:9](=[O:15])[O:10][C:11]([CH3:14])([CH3:12])[CH3:13])=[CH:4][CH:3]=2)=[O:37])=[CH:26][CH:25]=1. (2) Reactant: [CH3:1][C:2]1[S:25][C:5]2[C:6]3[C:11]([C:12](O)=[O:13])=[N:10][N:9]([C:15]4[CH:20]=[CH:19][C:18]([CH3:21])=[CH:17][CH:16]=4)[C:8](=[O:22])[C:7]=3[N:23]([CH3:24])[C:4]=2[CH:3]=1.CN(C(ON1N=NC2C=CC=NC1=2)=[N+](C)C)C.F[P-](F)(F)(F)(F)F.[CH2:50]([NH:52][C:53]1[CH:58]=[CH:57][CH:56]=[CH:55][CH:54]=1)[CH3:51].CCN(C(C)C)C(C)C. Product: [CH2:50]([N:52]([C:53]1[CH:58]=[CH:57][CH:56]=[CH:55][CH:54]=1)[C:12]([C:11]1[C:6]2[C:5]3[S:25][C:2]([CH3:1])=[CH:3][C:4]=3[N:23]([CH3:24])[C:7]=2[C:8](=[O:22])[N:9]([C:15]2[CH:20]=[CH:19][C:18]([CH3:21])=[CH:17][CH:16]=2)[N:10]=1)=[O:13])[CH3:51]. The catalyst class is: 18. (3) Reactant: C(=O)([O-])[O-].[K+].[K+].[C:7]1([CH:14]=[CH:13][C:11]([OH:12])=[CH:10][CH:9]=1)[OH:8].[Br:15][CH2:16][CH2:17]Br. Product: [Br:15][CH2:16][CH2:17][O:8][C:7]1[CH:14]=[CH:13][C:11]([OH:12])=[CH:10][CH:9]=1. The catalyst class is: 21.